From a dataset of Full USPTO retrosynthesis dataset with 1.9M reactions from patents (1976-2016). Predict the reactants needed to synthesize the given product. (1) Given the product [F:57][C:58]1[CH:64]=[CH:63][C:62]([CH3:65])=[CH:61][C:59]=1[NH:60][C:25]([C@H:17]1[N:16]([C:14](=[O:15])[C@@H:13]([NH:12][C:10](=[O:11])[C@@H:9]([N:8]([CH3:32])[C:6](=[O:7])[O:5][C:1]([CH3:2])([CH3:4])[CH3:3])[CH3:31])[CH:28]([CH3:30])[CH3:29])[C:20]2=[N:21][CH:22]=[CH:23][CH:24]=[C:19]2[CH2:18]1)=[O:27], predict the reactants needed to synthesize it. The reactants are: [C:1]([O:5][C:6]([N:8]([CH3:32])[C@@H:9]([CH3:31])[C:10]([NH:12][C@@H:13]([CH:28]([CH3:30])[CH3:29])[C:14]([N:16]1[C:20]2=[N:21][CH:22]=[CH:23][CH:24]=[C:19]2[CH2:18][C@H:17]1[C:25]([OH:27])=O)=[O:15])=[O:11])=[O:7])([CH3:4])([CH3:3])[CH3:2].C(N(C(C)C)CC)(C)C.C1(P(Cl)(C2C=CC=CC=2)=O)C=CC=CC=1.[F:57][C:58]1[CH:64]=[CH:63][C:62]([CH3:65])=[CH:61][C:59]=1[NH2:60].OS([O-])(=O)=O.[K+]. (2) The reactants are: [CH3:1][N-:2][S:3](=[O:9])(=[O:8])[NH:4]C(C)C.[OH-].[Na+].Cl[C:13]1[C:21]([N+:22]([O-:24])=[O:23])=[C:20]([F:25])[CH:19]=[CH:18][C:14]=1[C:15](Cl)=[O:16].[CH3:26][CH2:27][CH2:28]C(C)C.[ClH:32]. Given the product [Cl:32][C:18]1[CH:19]=[C:20]([F:25])[C:21]([N+:22]([O-:24])=[O:23])=[CH:13][C:14]=1[C:15]([NH:4][S:3]([N:2]([CH:27]([CH3:28])[CH3:26])[CH3:1])(=[O:9])=[O:8])=[O:16], predict the reactants needed to synthesize it. (3) The reactants are: [NH:1]1[CH2:4][CH:3]([NH:5][C:6]2[CH:7]=[C:8]([N:12]3[C:20]([CH3:22])([CH3:21])[C:19]4[C:14](=[CH:15][CH:16]=[C:17]([Cl:23])[CH:18]=4)[C:13]3=[O:24])[CH:9]=[N:10][CH:11]=2)[CH2:2]1.CCN(CC)CC.CN(C(ON1N=NC2C=CC=NC1=2)=[N+](C)C)C.F[P-](F)(F)(F)(F)F.[CH3:56][N:57]1[CH:61]=[CH:60][N:59]=[C:58]1[C:62](O)=[O:63]. Given the product [Cl:23][C:17]1[CH:18]=[C:19]2[C:14](=[CH:15][CH:16]=1)[C:13](=[O:24])[N:12]([C:8]1[CH:9]=[N:10][CH:11]=[C:6]([NH:5][CH:3]3[CH2:2][N:1]([C:62]([C:58]4[N:57]([CH3:56])[CH:61]=[CH:60][N:59]=4)=[O:63])[CH2:4]3)[CH:7]=1)[C:20]2([CH3:21])[CH3:22], predict the reactants needed to synthesize it. (4) Given the product [CH2:36]([C:33]1[CH:32]=[CH:31][C:30]([C:10]2[CH:9]=[CH:8][S:12][C:11]=2[CH2:13][O:14][C:15]2[CH:20]=[CH:19][C:18]([CH2:21][CH2:22][CH2:23][OH:24])=[C:17]([F:28])[C:16]=2[F:29])=[CH:35][CH:34]=1)[CH3:37], predict the reactants needed to synthesize it. The reactants are: [H-].[H-].[H-].[H-].[Li+].[Al+3].Cl[C:8]1[S:12][C:11]([CH2:13][O:14][C:15]2[CH:20]=[CH:19][C:18]([CH2:21][CH2:22][C:23](OCC)=[O:24])=[C:17]([F:28])[C:16]=2[F:29])=[C:10]([C:30]2[CH:35]=[CH:34][C:33]([CH2:36][CH3:37])=[CH:32][CH:31]=2)[CH:9]=1.